From a dataset of Forward reaction prediction with 1.9M reactions from USPTO patents (1976-2016). Predict the product of the given reaction. (1) Given the reactants C([S@]([NH:7][C@@H:8]([C:10]1[CH:15]=[CH:14][C:13]([NH:16][S:17]([CH3:20])(=[O:19])=[O:18])=[C:12]([CH2:21][OH:22])[CH:11]=1)[CH3:9])=O)(C)(C)C.[ClH:23].CO, predict the reaction product. The product is: [ClH:23].[NH2:7][C@@H:8]([C:10]1[CH:15]=[CH:14][C:13]([NH:16][S:17]([CH3:20])(=[O:19])=[O:18])=[C:12]([CH2:21][OH:22])[CH:11]=1)[CH3:9]. (2) Given the reactants Cl[C:2]1[CH:7]=[CH:6][C:5]([N+:8]([O-:10])=[O:9])=[CH:4][N:3]=1.[CH:11]([N:14]1[CH2:19][CH2:18][NH:17][CH2:16][CH2:15]1)([CH3:13])[CH3:12].C([O-])([O-])=O.[K+].[K+], predict the reaction product. The product is: [CH:11]([N:14]1[CH2:19][CH2:18][N:17]([C:2]2[CH:7]=[CH:6][C:5]([N+:8]([O-:10])=[O:9])=[CH:4][N:3]=2)[CH2:16][CH2:15]1)([CH3:13])[CH3:12]. (3) Given the reactants [F:1][C:2]([F:15])([F:14])[S:3]([O:6]S(C(F)(F)F)(=O)=O)(=[O:5])=[O:4].N1C=CC=CC=1.O[CH2:23][C:24]([CH3:46])([CH3:45])[O:25][C:26]1[C:27]([CH2:37][CH2:38][C:39]2[CH:44]=[CH:43][CH:42]=[CH:41][CH:40]=2)=[C:28]2[C:33](=[CH:34][CH:35]=1)[C:32](=[O:36])[CH2:31][CH2:30][CH2:29]2, predict the reaction product. The product is: [F:1][C:2]([F:15])([F:14])[S:3]([O:6][CH2:45][C:24]([CH3:46])([O:25][C:26]1[CH:35]=[CH:34][C:33]2[C:32](=[O:36])[CH2:31][CH2:30][CH2:29][C:28]=2[C:27]=1[CH2:37][CH2:38][C:39]1[CH:40]=[CH:41][CH:42]=[CH:43][CH:44]=1)[CH3:23])(=[O:5])=[O:4]. (4) Given the reactants Br[C:2]1[CH:7]=[CH:6][C:5]([O:8][CH3:9])=[C:4]([F:10])[CH:3]=1.C([Li])CCC.[B:16](OC(C)C)([O:21]C(C)C)[O:17]C(C)C, predict the reaction product. The product is: [F:10][C:4]1[CH:3]=[C:2]([B:16]([OH:21])[OH:17])[CH:7]=[CH:6][C:5]=1[O:8][CH3:9]. (5) Given the reactants [NH2:1][C:2]1[S:3][C:4]([CH2:23][C:24]2[CH:29]=[CH:28][C:27]([S:30]([CH3:33])(=[O:32])=[O:31])=[CH:26][CH:25]=2)=[C:5]([CH2:7][CH2:8][C:9]2[CH:14]=[CH:13][C:12]([NH:15][C:16](=[O:22])[O:17][C:18]([CH3:21])([CH3:20])[CH3:19])=[CH:11][CH:10]=2)[N:6]=1.Cl[C:35]([O:37][CH2:38][CH3:39])=[O:36], predict the reaction product. The product is: [C:18]([O:17][C:16]([NH:15][C:12]1[CH:11]=[CH:10][C:9]([CH2:8][CH2:7][C:5]2[N:6]=[C:2]([NH:1][C:35](=[O:36])[O:37][CH2:38][CH3:39])[S:3][C:4]=2[CH2:23][C:24]2[CH:29]=[CH:28][C:27]([S:30]([CH3:33])(=[O:32])=[O:31])=[CH:26][CH:25]=2)=[CH:14][CH:13]=1)=[O:22])([CH3:21])([CH3:20])[CH3:19]. (6) The product is: [CH:15]1[CH:14]=[C:13]([F:17])[C:3]([CH2:4][N:5]2[N:6]=[N:7][C:8]([C:10]([NH2:22])=[O:11])=[CH:9]2)=[C:2]([F:1])[CH:16]=1. Given the reactants [F:1][C:2]1[CH:16]=[CH:15][CH:14]=[C:13]([F:17])[C:3]=1[CH2:4][N:5]1[CH:9]=[C:8]([C:10](O)=[O:11])[N:7]=[N:6]1.S(Cl)(Cl)=O.[NH3:22], predict the reaction product. (7) Given the reactants [NH2:1][C:2]1[C:3]([Cl:14])=[CH:4][C:5]([Cl:13])=[C:6]2[C:11]=1[CH:10]=[C:9]([OH:12])[CH:8]=[CH:7]2.N1C=CC=CC=1.[C:21](OC(=O)C)(=[O:23])[CH3:22].O, predict the reaction product. The product is: [C:21]([O:12][C:9]1[CH:8]=[CH:7][C:6]2[C:11](=[C:2]([NH2:1])[C:3]([Cl:14])=[CH:4][C:5]=2[Cl:13])[CH:10]=1)(=[O:23])[CH3:22]. (8) Given the reactants [C:1]1([S:7]([C:10]2[CH:11]=[CH:12][C:13]([C:41]([F:44])([F:43])[F:42])=[C:14]([S:16]([NH:19][CH:20]3[CH2:25][CH2:24][N:23]([C:26]([CH:28]4[CH2:33][CH2:32][N:31](C(OC(C)(C)C)=O)[CH2:30][CH2:29]4)=[O:27])[CH2:22][CH2:21]3)(=[O:18])=[O:17])[CH:15]=2)(=[O:9])=[O:8])[CH:6]=[CH:5][CH:4]=[CH:3][CH:2]=1.Cl, predict the reaction product. The product is: [C:1]1([S:7]([C:10]2[CH:11]=[CH:12][C:13]([C:41]([F:42])([F:44])[F:43])=[C:14]([S:16]([NH:19][CH:20]3[CH2:21][CH2:22][N:23]([C:26]([CH:28]4[CH2:33][CH2:32][NH:31][CH2:30][CH2:29]4)=[O:27])[CH2:24][CH2:25]3)(=[O:17])=[O:18])[CH:15]=2)(=[O:8])=[O:9])[CH:2]=[CH:3][CH:4]=[CH:5][CH:6]=1. (9) The product is: [CH:2]([C:4]1([CH3:6])[CH2:5][N:17]1[S:14]([C:11]1[CH:12]=[CH:13][C:8]([CH3:7])=[CH:9][CH:10]=1)(=[O:15])=[O:16])([CH3:1])[CH3:3]. Given the reactants [CH3:1][C:2]([CH:4]([CH3:6])[CH3:5])=[CH2:3].[CH3:7][C:8]1[CH:9]=[CH:10][C:11]([S:14]([NH:17]Cl)(=[O:16])=[O:15])=[CH:12][CH:13]=1.[Br-].[Br-].[Br-].C1([N+](C)(C)C)C=CC=CC=1.C1([N+](C)(C)C)C=CC=CC=1.C1([N+](C)(C)C)C=CC=CC=1, predict the reaction product. (10) Given the reactants [NH2:1][C:2]1[C:3]2[N:10]=[C:9]([C:11]3[N:15]([CH3:16])[C:14]([C:17]([C:19]4[CH:23]=[C:22]([CH3:24])[O:21][N:20]=4)=[O:18])=[N:13][C:12]=3[C:25]3[CH:30]=[CH:29][CH:28]=[CH:27][CH:26]=3)[S:8][C:4]=2[N:5]=[CH:6][N:7]=1.[BH4-].[Na+].O, predict the reaction product. The product is: [NH2:1][C:2]1[C:3]2[N:10]=[C:9]([C:11]3[N:15]([CH3:16])[C:14]([CH:17]([C:19]4[CH:23]=[C:22]([CH3:24])[O:21][N:20]=4)[OH:18])=[N:13][C:12]=3[C:25]3[CH:30]=[CH:29][CH:28]=[CH:27][CH:26]=3)[S:8][C:4]=2[N:5]=[CH:6][N:7]=1.